Dataset: Forward reaction prediction with 1.9M reactions from USPTO patents (1976-2016). Task: Predict the product of the given reaction. (1) Given the reactants [Br:1][C:2]1[CH:3]=[N:4][C:5]2[N:6]([N:8]=[C:9]([C:11]([OH:13])=O)[CH:10]=2)[CH:7]=1.[F:14][C:15]1[C:20]([C:21]2[CH:30]=[C:29]3[C:24]([CH2:25][CH2:26][NH:27][CH:28]3[CH3:31])=[CH:23][CH:22]=2)=[CH:19][CH:18]=[CH:17][N:16]=1, predict the reaction product. The product is: [Br:1][C:2]1[CH:3]=[N:4][C:5]2[N:6]([N:8]=[C:9]([C:11]([N:27]3[CH2:26][CH2:25][C:24]4[C:29](=[CH:30][C:21]([C:20]5[C:15]([F:14])=[N:16][CH:17]=[CH:18][CH:19]=5)=[CH:22][CH:23]=4)[CH:28]3[CH3:31])=[O:13])[CH:10]=2)[CH:7]=1. (2) Given the reactants [F:1][C:2]1[CH:7]=[CH:6][C:5]([OH:8])=[CH:4][C:3]=1[CH3:9].F[C:11]1[CH:18]=[CH:17][C:14]([C:15]#[N:16])=[CH:13][CH:12]=1, predict the reaction product. The product is: [F:1][C:2]1[CH:7]=[CH:6][C:5]([O:8][C:11]2[CH:18]=[CH:17][C:14]([C:15]#[N:16])=[CH:13][CH:12]=2)=[CH:4][C:3]=1[CH3:9]. (3) Given the reactants [CH2:1]([CH:8]1[C:17](=[O:18])[C:16]2[C:11](=[CH:12][C:13]([O:23][CH3:24])=[C:14]([O:21][CH3:22])[C:15]=2[O:19]C)[O:10][CH2:9]1)[C:2]1[CH:7]=[CH:6][CH:5]=[CH:4][CH:3]=1.Br, predict the reaction product. The product is: [CH2:1]([CH:8]1[C:17](=[O:18])[C:16]2[C:11](=[CH:12][C:13]([O:23][CH3:24])=[C:14]([O:21][CH3:22])[C:15]=2[OH:19])[O:10][CH2:9]1)[C:2]1[CH:3]=[CH:4][CH:5]=[CH:6][CH:7]=1. (4) Given the reactants [CH3:1][O:2][C:3](=[O:57])[NH:4][CH:5]([C:9]([N:11]1[CH2:15][CH2:14][CH2:13][CH:12]1[C:16]1[NH:17][C:18]([C:21]2[CH:30]=[CH:29][C:28]3[C:23](=[CH:24][CH:25]=[C:26]([C:31]4[CH:36]=[CH:35][C:34]([C:37]5[NH:38][C:39]([CH:42]6[CH2:46][CH2:45][CH2:44][N:43]6[C:47](=[O:56])[CH:48]([NH2:55])[C:49]6[CH:54]=[CH:53][CH:52]=[CH:51][CH:50]=6)=[N:40][CH:41]=5)=[CH:33][CH:32]=4)[CH:27]=3)[CH:22]=2)=[CH:19][N:20]=1)=[O:10])[CH:6]([CH3:8])[CH3:7].[O:58]1[CH2:63][CH2:62][CH:61]([CH2:64][C:65](O)=[O:66])[CH2:60][CH2:59]1.CN1CCOCC1.CN(C(ON1N=NC2C=CC=NC1=2)=[N+](C)C)C.F[P-](F)(F)(F)(F)F, predict the reaction product. The product is: [CH3:1][O:2][C:3](=[O:57])[NH:4][CH:5]([C:9]([N:11]1[CH2:15][CH2:14][CH2:13][CH:12]1[C:16]1[NH:17][C:18]([C:21]2[CH:30]=[CH:29][C:28]3[C:23](=[CH:24][CH:25]=[C:26]([C:31]4[CH:32]=[CH:33][C:34]([C:37]5[NH:38][C:39]([CH:42]6[CH2:46][CH2:45][CH2:44][N:43]6[C:47](=[O:56])[CH:48]([C:49]6[CH:54]=[CH:53][CH:52]=[CH:51][CH:50]=6)[NH:55][C:65](=[O:66])[CH2:64][CH:61]6[CH2:62][CH2:63][O:58][CH2:59][CH2:60]6)=[N:40][CH:41]=5)=[CH:35][CH:36]=4)[CH:27]=3)[CH:22]=2)=[CH:19][N:20]=1)=[O:10])[CH:6]([CH3:8])[CH3:7].